This data is from Full USPTO retrosynthesis dataset with 1.9M reactions from patents (1976-2016). The task is: Predict the reactants needed to synthesize the given product. (1) Given the product [Cl:1][C:2]1[CH:3]=[C:4]([C:13](=[CH2:17])[CH2:14][CH2:15][OH:16])[CH:5]=[CH:6][C:7]=1[Cl:8], predict the reactants needed to synthesize it. The reactants are: [Cl:1][C:2]1[CH:3]=[C:4](B(O)O)[CH:5]=[CH:6][C:7]=1[Cl:8].Br[C:13](=[CH2:17])[CH2:14][CH2:15][OH:16].C(=O)([O-])[O-].[Na+].[Na+].C([O-])(O)=O.[Na+]. (2) Given the product [C:43]([O:42][C:40]([N:13]1[CH:12]2[CH:16]([CH:8]([CH2:7][C:6]3[CH:20]=[CH:21][C:3]([O:2][CH3:1])=[C:4]([CH2:22][C@H:23]4[CH2:27][O:26][C:25](=[O:28])[N:24]4[CH2:29][CH2:30][CH3:31])[CH:5]=3)[CH2:9][S:10](=[O:19])(=[O:18])[CH2:11]2)[O:15][C:14]1=[O:17])=[O:39])([CH3:46])([CH3:45])[CH3:44], predict the reactants needed to synthesize it. The reactants are: [CH3:1][O:2][C:3]1[CH:21]=[CH:20][C:6]([CH2:7][CH:8]2[CH:16]3[CH:12]([NH:13][C:14](=[O:17])[O:15]3)[CH2:11][S:10](=[O:19])(=[O:18])[CH2:9]2)=[CH:5][C:4]=1[CH2:22][C@H:23]1[CH2:27][O:26][C:25](=[O:28])[N:24]1[CH2:29][CH2:30][CH3:31].CCN(CC)CC.[O:39](C(OC(C)(C)C)=O)[C:40]([O:42][C:43]([CH3:46])([CH3:45])[CH3:44])=O.N.